This data is from NCI-60 drug combinations with 297,098 pairs across 59 cell lines. The task is: Regression. Given two drug SMILES strings and cell line genomic features, predict the synergy score measuring deviation from expected non-interaction effect. (1) Drug 2: CC(C)(C#N)C1=CC(=CC(=C1)CN2C=NC=N2)C(C)(C)C#N. Drug 1: C1CN1P(=S)(N2CC2)N3CC3. Cell line: SF-295. Synergy scores: CSS=8.43, Synergy_ZIP=-1.60, Synergy_Bliss=0.222, Synergy_Loewe=-5.13, Synergy_HSA=-3.39. (2) Drug 1: CNC(=O)C1=CC=CC=C1SC2=CC3=C(C=C2)C(=NN3)C=CC4=CC=CC=N4. Drug 2: CC1=C2C(C(=O)C3(C(CC4C(C3C(C(C2(C)C)(CC1OC(=O)C(C(C5=CC=CC=C5)NC(=O)C6=CC=CC=C6)O)O)OC(=O)C7=CC=CC=C7)(CO4)OC(=O)C)O)C)OC(=O)C. Cell line: LOX IMVI. Synergy scores: CSS=44.6, Synergy_ZIP=15.7, Synergy_Bliss=15.5, Synergy_Loewe=-30.5, Synergy_HSA=17.6. (3) Drug 1: CNC(=O)C1=NC=CC(=C1)OC2=CC=C(C=C2)NC(=O)NC3=CC(=C(C=C3)Cl)C(F)(F)F. Drug 2: C1C(C(OC1N2C=NC3=C2NC=NCC3O)CO)O. Cell line: OVCAR3. Synergy scores: CSS=-8.99, Synergy_ZIP=3.38, Synergy_Bliss=-2.61, Synergy_Loewe=-8.18, Synergy_HSA=-9.13. (4) Drug 1: C1CN1P(=S)(N2CC2)N3CC3. Drug 2: CC1CCC2CC(C(=CC=CC=CC(CC(C(=O)C(C(C(=CC(C(=O)CC(OC(=O)C3CCCCN3C(=O)C(=O)C1(O2)O)C(C)CC4CCC(C(C4)OC)OCCO)C)C)O)OC)C)C)C)OC. Cell line: MOLT-4. Synergy scores: CSS=72.6, Synergy_ZIP=-2.71, Synergy_Bliss=-1.84, Synergy_Loewe=-0.0281, Synergy_HSA=0.442. (5) Drug 1: CC12CCC(CC1=CCC3C2CCC4(C3CC=C4C5=CN=CC=C5)C)O. Drug 2: COC1=NC(=NC2=C1N=CN2C3C(C(C(O3)CO)O)O)N. Cell line: SK-MEL-28. Synergy scores: CSS=1.05, Synergy_ZIP=-1.09, Synergy_Bliss=-1.41, Synergy_Loewe=-5.02, Synergy_HSA=-3.72. (6) Drug 1: C1CC(=O)NC(=O)C1N2C(=O)C3=CC=CC=C3C2=O. Drug 2: CC12CCC3C(C1CCC2OP(=O)(O)O)CCC4=C3C=CC(=C4)OC(=O)N(CCCl)CCCl.[Na+]. Cell line: K-562. Synergy scores: CSS=15.7, Synergy_ZIP=-5.37, Synergy_Bliss=-2.25, Synergy_Loewe=-1.03, Synergy_HSA=-3.17.